Dataset: Peptide-MHC class II binding affinity with 134,281 pairs from IEDB. Task: Regression. Given a peptide amino acid sequence and an MHC pseudo amino acid sequence, predict their binding affinity value. This is MHC class II binding data. The peptide sequence is QQWIQFMMSRRRLLA. The MHC is DRB1_0101 with pseudo-sequence DRB1_0101. The binding affinity (normalized) is 1.00.